This data is from Peptide-MHC class I binding affinity with 185,985 pairs from IEDB/IMGT. The task is: Regression. Given a peptide amino acid sequence and an MHC pseudo amino acid sequence, predict their binding affinity value. This is MHC class I binding data. The peptide sequence is HAWNHIMLV. The MHC is HLA-B08:01 with pseudo-sequence HLA-B08:01. The binding affinity (normalized) is 0.532.